This data is from NCI-60 drug combinations with 297,098 pairs across 59 cell lines. The task is: Regression. Given two drug SMILES strings and cell line genomic features, predict the synergy score measuring deviation from expected non-interaction effect. (1) Drug 1: CC(C1=C(C=CC(=C1Cl)F)Cl)OC2=C(N=CC(=C2)C3=CN(N=C3)C4CCNCC4)N. Drug 2: CC1=C(C(CCC1)(C)C)C=CC(=CC=CC(=CC(=O)O)C)C. Cell line: UO-31. Synergy scores: CSS=5.49, Synergy_ZIP=-2.08, Synergy_Bliss=-1.96, Synergy_Loewe=0.884, Synergy_HSA=-0.0301. (2) Drug 1: CS(=O)(=O)C1=CC(=C(C=C1)C(=O)NC2=CC(=C(C=C2)Cl)C3=CC=CC=N3)Cl. Drug 2: CCC1(C2=C(COC1=O)C(=O)N3CC4=CC5=C(C=CC(=C5CN(C)C)O)N=C4C3=C2)O.Cl. Cell line: SF-268. Synergy scores: CSS=30.6, Synergy_ZIP=1.91, Synergy_Bliss=3.52, Synergy_Loewe=-19.5, Synergy_HSA=1.08. (3) Cell line: A549. Synergy scores: CSS=13.5, Synergy_ZIP=4.99, Synergy_Bliss=10.1, Synergy_Loewe=6.34, Synergy_HSA=6.86. Drug 1: CCC1(CC2CC(C3=C(CCN(C2)C1)C4=CC=CC=C4N3)(C5=C(C=C6C(=C5)C78CCN9C7C(C=CC9)(C(C(C8N6C=O)(C(=O)OC)O)OC(=O)C)CC)OC)C(=O)OC)O.OS(=O)(=O)O. Drug 2: CS(=O)(=O)CCNCC1=CC=C(O1)C2=CC3=C(C=C2)N=CN=C3NC4=CC(=C(C=C4)OCC5=CC(=CC=C5)F)Cl. (4) Drug 1: C1CN1C2=NC(=NC(=N2)N3CC3)N4CC4. Drug 2: CN(C)N=NC1=C(NC=N1)C(=O)N. Cell line: KM12. Synergy scores: CSS=30.6, Synergy_ZIP=-7.75, Synergy_Bliss=-6.17, Synergy_Loewe=-17.7, Synergy_HSA=-4.28. (5) Drug 1: CNC(=O)C1=NC=CC(=C1)OC2=CC=C(C=C2)NC(=O)NC3=CC(=C(C=C3)Cl)C(F)(F)F. Drug 2: CC(C)(C#N)C1=CC(=CC(=C1)CN2C=NC=N2)C(C)(C)C#N. Cell line: SN12C. Synergy scores: CSS=-11.3, Synergy_ZIP=5.58, Synergy_Bliss=-0.425, Synergy_Loewe=-9.51, Synergy_HSA=-10.8.